From a dataset of Full USPTO retrosynthesis dataset with 1.9M reactions from patents (1976-2016). Predict the reactants needed to synthesize the given product. (1) Given the product [ClH:1].[Cl:1][C:2]1[CH:10]=[C:9]2[C:5]([CH:6]([C:15]3[C:24]4[C:19](=[CH:20][C:21]([O:25][CH2:26][CH2:27][CH2:28][N:29]5[CH2:34][CH2:33][O:32][CH2:31][CH2:30]5)=[CH:22][CH:23]=4)[N:18]=[CH:17][N:16]=3)[C:7](=[O:11])[NH:8]2)=[CH:4][CH:3]=1, predict the reactants needed to synthesize it. The reactants are: [Cl:1][C:2]1[CH:10]=[C:9]2[C:5]([CH2:6][C:7](=[O:11])[NH:8]2)=[CH:4][CH:3]=1.[H-].[Na+].Cl[C:15]1[C:24]2[C:19](=[CH:20][C:21]([O:25][CH2:26][CH2:27][CH2:28][N:29]3[CH2:34][CH2:33][O:32][CH2:31][CH2:30]3)=[CH:22][CH:23]=2)[N:18]=[CH:17][N:16]=1. (2) Given the product [CH3:1][N:2]1[C:10]2[C:5](=[CH:6][C:7]([NH2:11])=[CH:8][CH:9]=2)[CH:4]=[N:3]1, predict the reactants needed to synthesize it. The reactants are: [CH3:1][N:2]1[C:10]2[C:5](=[CH:6][C:7]([N+:11]([O-])=O)=[CH:8][CH:9]=2)[CH:4]=[N:3]1.[H][H]. (3) Given the product [C:1]([C:3]1[CH:4]=[C:5]([CH2:6][O:7][C:8]2[CH:9]=[C:10]3[NH:17][CH2:16][CH2:15][N:11]3[C:12](=[O:14])[N:13]=2)[CH:25]=[CH:26][C:27]=1[O:28][C:29]1[CH:34]=[CH:33][C:32]([C:35]#[N:36])=[C:31]([F:37])[CH:30]=1)#[N:2], predict the reactants needed to synthesize it. The reactants are: [C:1]([C:3]1[CH:4]=[C:5]([CH:25]=[CH:26][C:27]=1[O:28][C:29]1[CH:34]=[CH:33][C:32]([C:35]#[N:36])=[C:31]([F:37])[CH:30]=1)[CH2:6][O:7][C:8]1[CH:9]=[C:10]2[N:17](C(OC(C)(C)C)=O)[CH2:16][CH2:15][N:11]2[C:12](=[O:14])[N:13]=1)#[N:2].